This data is from Reaction yield outcomes from USPTO patents with 853,638 reactions. The task is: Predict the reaction yield, written as a fraction of the theoretical maximum amount of product (1.0 means a 100% yield; for example, 0.34 means a 34% yield). (1) The reactants are [C:1]([C:11]1[CH:18]=[CH:17][C:14]([CH:15]=O)=[CH:13][CH:12]=1)#[C:2][CH2:3][CH2:4][CH2:5][CH2:6][CH2:7][CH2:8][CH2:9][CH3:10].[F:19][C:20]([F:29])([F:28])[C:21]1[CH:27]=[CH:26][C:24]([NH2:25])=[CH:23][CH:22]=1. No catalyst specified. The product is [C:1]([C:11]1[CH:18]=[CH:17][C:14]([CH2:15][NH:25][C:24]2[CH:26]=[CH:27][C:21]([C:20]([F:19])([F:28])[F:29])=[CH:22][CH:23]=2)=[CH:13][CH:12]=1)#[C:2][CH2:3][CH2:4][CH2:5][CH2:6][CH2:7][CH2:8][CH2:9][CH3:10]. The yield is 0.500. (2) The product is [CH2:2]1[CH2:6][O:5][C:4]2[CH:7]=[CH:8][C:9]3[CH2:10][CH2:11][C@@H:12]([CH2:14][CH2:15][NH:16][C:33](=[O:35])[CH3:34])[C:13]=3[C:3]1=2. The catalyst is ClCCl.O. The yield is 0.720. The reactants are Cl.[CH2:2]1[CH2:6][O:5][C:4]2[CH:7]=[CH:8][C:9]3[CH2:10][CH2:11][C@@H:12]([CH2:14][CH2:15][NH2:16])[C:13]=3[C:3]1=2.C(N(CC)CC)C.CN(C1C=CC=CN=1)C.[C:33](OC(=O)C)(=[O:35])[CH3:34]. (3) The reactants are [C:1](/[N:3]=[C:4](\SC)/[NH:5][C:6]1[CH:11]=[CH:10][CH:9]=[C:8]([C:12]([F:15])([F:14])[F:13])[N:7]=1)#[N:2].[NH2:18][NH2:19]. The catalyst is C(O)C. The product is [F:14][C:12]([F:13])([F:15])[C:8]1[N:7]=[C:6]([NH:5][C:4]2[N:3]=[C:1]([NH2:2])[NH:19][N:18]=2)[CH:11]=[CH:10][CH:9]=1. The yield is 0.520. (4) The reactants are [Cl:1][C:2]1[CH:3]=[CH:4][C:5]([OH:16])=[C:6]([C:8](=[O:15])[CH2:9][N:10]2[CH:14]=[CH:13][N:12]=[CH:11]2)[CH:7]=1.[CH:17]1([Mg]Br)[CH2:19][CH2:18]1. No catalyst specified. The product is [Cl:1][C:2]1[CH:3]=[CH:4][C:5]([OH:16])=[C:6]([C:8]([CH:17]2[CH2:19][CH2:18]2)([OH:15])[CH2:9][N:10]2[CH:14]=[CH:13][N:12]=[CH:11]2)[CH:7]=1. The yield is 0.360. (5) The reactants are [NH2:1][C:2]1[CH:3]=[C:4]([NH:15][C:16](=[O:33])[C@@H:17]([NH:25][C:26](=[O:32])[O:27][C:28]([CH3:31])([CH3:30])[CH3:29])[CH2:18][C:19]2[CH:24]=[CH:23][CH:22]=[CH:21][CH:20]=2)[CH:5]=[C:6]([C:8]2[CH:13]=[CH:12][N:11]=[C:10]([CH3:14])[CH:9]=2)[CH:7]=1.C(N(CC)CC)C.[CH3:41][S:42](Cl)(=[O:44])=[O:43].C([O-])(O)=O.[Na+]. The catalyst is C(Cl)Cl.O. The product is [CH3:14][C:10]1[CH:9]=[C:8]([C:6]2[CH:5]=[C:4]([NH:15][C:16](=[O:33])[C@@H:17]([NH:25][C:26](=[O:32])[O:27][C:28]([CH3:30])([CH3:29])[CH3:31])[CH2:18][C:19]3[CH:24]=[CH:23][CH:22]=[CH:21][CH:20]=3)[CH:3]=[C:2]([NH:1][S:42]([CH3:41])(=[O:44])=[O:43])[CH:7]=2)[CH:13]=[CH:12][N:11]=1. The yield is 0.430. (6) The reactants are C1C=C(Cl)C=C(C(OO)=[O:9])C=1.[N:12]1[CH:17]=[CH:16][CH:15]=[C:14]2[CH2:18][N:19]([C:21]([O:23][CH2:24][CH3:25])=[O:22])[CH2:20][C:13]=12.O. The catalyst is C(Cl)Cl. The product is [N+:12]1([O-:9])[CH:17]=[CH:16][CH:15]=[C:14]2[CH2:18][N:19]([C:21]([O:23][CH2:24][CH3:25])=[O:22])[CH2:20][C:13]=12. The yield is 0.740. (7) The reactants are [CH3:1][O:2][CH2:3][CH:4]1[CH2:8][N:7]([C:9]([O:11][C:12]([CH3:15])([CH3:14])[CH3:13])=[O:10])[CH:6]([C:16]2[NH:20][C:19]3[C:21]4[C:26]([CH:27]=[CH:28][C:18]=3[N:17]=2)=[CH:25][C:24]2[C:29]3[C:34]([CH2:35][O:36][C:23]=2[CH:22]=4)=[CH:33][C:32](B2OC(C)(C)C(C)(C)O2)=[CH:31][CH:30]=3)[CH2:5]1.Br[C:47]1[NH:51][C:50]([C@@H:52]2[CH2:56][CH2:55][CH2:54][N:53]2[C:57](=[O:68])[C@@H:58]([NH:63][C:64](=[O:67])[O:65][CH3:66])[C@H:59]([O:61][CH3:62])[CH3:60])=[N:49][CH:48]=1.C(=O)([O-])[O-].[K+].[K+]. The catalyst is CS(C)=O.CCOC(C)=O.C1C=CC([P]([Pd]([P](C2C=CC=CC=2)(C2C=CC=CC=2)C2C=CC=CC=2)([P](C2C=CC=CC=2)(C2C=CC=CC=2)C2C=CC=CC=2)[P](C2C=CC=CC=2)(C2C=CC=CC=2)C2C=CC=CC=2)(C2C=CC=CC=2)C2C=CC=CC=2)=CC=1.C1C=CC(P(C2C=CC=CC=2)[C-]2C=CC=C2)=CC=1.C1C=CC(P(C2C=CC=CC=2)[C-]2C=CC=C2)=CC=1.Cl[Pd]Cl.[Fe+2]. The product is [CH3:66][O:65][C:64]([NH:63][C@H:58]([C:57]([N:53]1[CH2:54][CH2:55][CH2:56][C@H:52]1[C:50]1[NH:51][C:47]([C:32]2[CH:33]=[C:34]3[CH2:35][O:36][C:23]4[CH:22]=[C:21]5[C:26]([CH:27]=[CH:28][C:18]6[N:17]=[C:16]([C@@H:6]7[CH2:5][C@H:4]([CH2:3][O:2][CH3:1])[CH2:8][N:7]7[C:9]([O:11][C:12]([CH3:13])([CH3:14])[CH3:15])=[O:10])[NH:20][C:19]=65)=[CH:25][C:24]=4[C:29]3=[CH:30][CH:31]=2)=[CH:48][N:49]=1)=[O:68])[C@@H:59]([CH3:60])[O:61][CH3:62])=[O:67]. The yield is 0.630.